From a dataset of NCI-60 drug combinations with 297,098 pairs across 59 cell lines. Regression. Given two drug SMILES strings and cell line genomic features, predict the synergy score measuring deviation from expected non-interaction effect. (1) Drug 1: CC1=CC=C(C=C1)C2=CC(=NN2C3=CC=C(C=C3)S(=O)(=O)N)C(F)(F)F. Drug 2: C1=CC=C(C=C1)NC(=O)CCCCCCC(=O)NO. Cell line: UO-31. Synergy scores: CSS=9.66, Synergy_ZIP=-3.04, Synergy_Bliss=0.697, Synergy_Loewe=-5.42, Synergy_HSA=0.378. (2) Drug 1: C1=NC2=C(N=C(N=C2N1C3C(C(C(O3)CO)O)O)F)N. Cell line: SK-OV-3. Drug 2: C1CC(C1)(C(=O)O)C(=O)O.[NH2-].[NH2-].[Pt+2]. Synergy scores: CSS=31.6, Synergy_ZIP=-5.75, Synergy_Bliss=0.216, Synergy_Loewe=3.47, Synergy_HSA=3.24. (3) Drug 1: C1CCC(C1)C(CC#N)N2C=C(C=N2)C3=C4C=CNC4=NC=N3. Drug 2: CS(=O)(=O)C1=CC(=C(C=C1)C(=O)NC2=CC(=C(C=C2)Cl)C3=CC=CC=N3)Cl. Cell line: MCF7. Synergy scores: CSS=3.89, Synergy_ZIP=0.129, Synergy_Bliss=4.12, Synergy_Loewe=1.25, Synergy_HSA=2.82. (4) Drug 1: C1CN1P(=S)(N2CC2)N3CC3. Drug 2: CC1=C(N=C(N=C1N)C(CC(=O)N)NCC(C(=O)N)N)C(=O)NC(C(C2=CN=CN2)OC3C(C(C(C(O3)CO)O)O)OC4C(C(C(C(O4)CO)O)OC(=O)N)O)C(=O)NC(C)C(C(C)C(=O)NC(C(C)O)C(=O)NCCC5=NC(=CS5)C6=NC(=CS6)C(=O)NCCC[S+](C)C)O. Cell line: NCI-H322M. Synergy scores: CSS=1.35, Synergy_ZIP=-0.161, Synergy_Bliss=-0.965, Synergy_Loewe=-1.60, Synergy_HSA=-2.32. (5) Cell line: OVCAR-4. Synergy scores: CSS=-3.14, Synergy_ZIP=0.216, Synergy_Bliss=-1.69, Synergy_Loewe=-1.70, Synergy_HSA=-2.24. Drug 1: CCCCCOC(=O)NC1=NC(=O)N(C=C1F)C2C(C(C(O2)C)O)O. Drug 2: CCN(CC)CCNC(=O)C1=C(NC(=C1C)C=C2C3=C(C=CC(=C3)F)NC2=O)C. (6) Drug 1: CC1=C2C(C(=O)C3(C(CC4C(C3C(C(C2(C)C)(CC1OC(=O)C(C(C5=CC=CC=C5)NC(=O)OC(C)(C)C)O)O)OC(=O)C6=CC=CC=C6)(CO4)OC(=O)C)OC)C)OC. Drug 2: C1=NC2=C(N1)C(=S)N=C(N2)N. Cell line: HOP-62. Synergy scores: CSS=42.4, Synergy_ZIP=-7.54, Synergy_Bliss=-8.07, Synergy_Loewe=-1.33, Synergy_HSA=0.591. (7) Drug 1: CC1=CC2C(CCC3(C2CCC3(C(=O)C)OC(=O)C)C)C4(C1=CC(=O)CC4)C. Drug 2: C(=O)(N)NO. Cell line: BT-549. Synergy scores: CSS=0.404, Synergy_ZIP=-1.38, Synergy_Bliss=0.827, Synergy_Loewe=-6.20, Synergy_HSA=-2.66.